From a dataset of Retrosynthesis with 50K atom-mapped reactions and 10 reaction types from USPTO. Predict the reactants needed to synthesize the given product. (1) Given the product COC(=O)Oc1cc(Nc2ncnc3cc(O)c(OC)cc23)c(F)cc1C, predict the reactants needed to synthesize it. The reactants are: COC(=O)Oc1cc(Nc2ncnc3cc(OCc4ccccc4)c(OC)cc23)c(F)cc1C. (2) Given the product NC(=O)c1ccc2nc(N3CCSc4ccccc4C3)cc(Cl)c2c1, predict the reactants needed to synthesize it. The reactants are: COC(=O)c1ccc2nc(N3CCSc4ccccc4C3)cc(Cl)c2c1.N. (3) Given the product CCCCOC(=O)c1nc(N2CC[C@H](NC(=O)c3nc(Cl)c(CC)[nH]3)[C@H](OCCC)C2)oc1CC, predict the reactants needed to synthesize it. The reactants are: CCCCOC(=O)c1nc(N2CC[C@H](N)[C@H](OCCC)C2)oc1CC.CCc1[nH]c(C(=O)O)nc1Cl. (4) Given the product COc1c(C(C)O)cc(C)c(C#N)c1C1CN(C(=O)OC(C)(C)C)C1, predict the reactants needed to synthesize it. The reactants are: COc1c(C(C)=O)cc(C)c(C#N)c1C1CN(C(=O)OC(C)(C)C)C1. (5) Given the product CCCC[Sn](CCCC)(CCCC)c1nnn(C)n1, predict the reactants needed to synthesize it. The reactants are: CCCC[Sn](Cl)(CCCC)CCCC.Cn1nnc(I)n1. (6) Given the product COC(=O)c1nn(-c2cccc(C#C[C@]3(O)CCN(C)C3=O)c2)c2ccnc(NC3CC3)c12, predict the reactants needed to synthesize it. The reactants are: C#C[C@]1(O)CCN(C)C1=O.COC(=O)c1nn(-c2cccc(Br)c2)c2ccnc(NC3CC3)c12. (7) Given the product CCCCCCCCCCCCCCCCNc1ccc(CC(=O)C(=O)OC)cc1, predict the reactants needed to synthesize it. The reactants are: CCCCCCCCCCCCCCCCBr.COC(=O)C(=O)Cc1ccc(N)cc1. (8) Given the product C=CC(O)COS(=O)(=O)c1ccc(C)cc1, predict the reactants needed to synthesize it. The reactants are: C=CC(O)CO.Cc1ccc(S(=O)(=O)Cl)cc1. (9) Given the product O=c1[nH]c2ccccc2n1C1CCN(C2CCC(c3ccc(F)cc3)(c3ccc(F)cc3)CC2)CC1, predict the reactants needed to synthesize it. The reactants are: O=C1CCC(c2ccc(F)cc2)(c2ccc(F)cc2)CC1.O=c1[nH]c2ccccc2n1C1CCNCC1. (10) The reactants are: CCc1cc(-c2nnc3c4ccccc4c(Cl)nn23)no1.OCc1ccccn1. Given the product CCc1cc(-c2nnc3c4ccccc4c(OCc4ccccn4)nn23)no1, predict the reactants needed to synthesize it.